Dataset: M1 muscarinic receptor antagonist screen with 61,756 compounds. Task: Binary Classification. Given a drug SMILES string, predict its activity (active/inactive) in a high-throughput screening assay against a specified biological target. The drug is Clc1c(Cn2[nH]nc3c2nc(nc3=O)C2CCN(CC2)C(=O)C2CCCCC2)c(F)ccc1. The result is 0 (inactive).